This data is from Catalyst prediction with 721,799 reactions and 888 catalyst types from USPTO. The task is: Predict which catalyst facilitates the given reaction. (1) Product: [Cl:9][C:10]1[N:11]=[C:12]([N:1]2[CH2:6][CH2:5][CH:4]([CH2:7][OH:8])[CH2:3][CH2:2]2)[C:13]2[C:18]([C:19]3[CH:24]=[CH:23][CH:22]=[CH:21][CH:20]=3)=[CH:17][S:16][C:14]=2[N:15]=1. The catalyst class is: 8. Reactant: [NH:1]1[CH2:6][CH2:5][CH:4]([CH2:7][OH:8])[CH2:3][CH2:2]1.[Cl:9][C:10]1[N:11]=[C:12](Cl)[C:13]2[C:18]([C:19]3[CH:24]=[CH:23][CH:22]=[CH:21][CH:20]=3)=[CH:17][S:16][C:14]=2[N:15]=1.C(N(CC)CC)C. (2) Reactant: [OH-].[K+].[C:3]([CH:5]([CH2:14][CH:15]([CH3:17])[CH3:16])[CH2:6][C:7]([N:9]([CH2:12][CH3:13])[CH2:10][CH3:11])=[O:8])#[N:4].N.[H][H]. Product: [NH2:4][CH2:3][CH:5]([CH2:14][CH:15]([CH3:17])[CH3:16])[CH2:6][C:7]([N:9]([CH2:12][CH3:13])[CH2:10][CH3:11])=[O:8]. The catalyst class is: 94. (3) Reactant: [CH:1]([C@@H:3]1[CH2:8][CH2:7][CH2:6][N:5]([C:9]([O:11][C:12]([CH3:15])([CH3:14])[CH3:13])=[O:10])[CH2:4]1)=O.[N+](=[C:18](P(=O)(OC)OC)C(=O)C)=[N-].C([O-])([O-])=O.[K+].[K+]. Product: [C:1]([C@@H:3]1[CH2:8][CH2:7][CH2:6][N:5]([C:9]([O:11][C:12]([CH3:15])([CH3:14])[CH3:13])=[O:10])[CH2:4]1)#[CH:18]. The catalyst class is: 5. (4) Reactant: [OH:1][CH2:2][CH:3]([C:13]1[C:18]([CH3:19])=[CH:17][C:16]([CH3:20])=[CH:15][C:14]=1O)[C:4]1[CH:9]=[CH:8][C:7]([CH:10]([CH3:12])[CH3:11])=[CH:6][CH:5]=1. Product: [CH:10]([C:7]1[CH:6]=[CH:5][C:4]([CH:3]2[C:13]3[C:18]([CH3:19])=[CH:17][C:16]([CH3:20])=[CH:15][C:14]=3[O:1][CH2:2]2)=[CH:9][CH:8]=1)([CH3:12])[CH3:11]. The catalyst class is: 5. (5) Reactant: [CH2:1]([O:8][C:9]1[CH:14]=[CH:13][C:12]([S:15]([O-:18])(=O)=[O:16])=[CH:11][CH:10]=1)[C:2]1[CH:7]=[CH:6][CH:5]=[CH:4][CH:3]=1.[Na].S(Cl)([Cl:22])=O. Product: [CH2:1]([O:8][C:9]1[CH:14]=[CH:13][C:12]([S:15]([Cl:22])(=[O:18])=[O:16])=[CH:11][CH:10]=1)[C:2]1[CH:7]=[CH:6][CH:5]=[CH:4][CH:3]=1. The catalyst class is: 9. (6) Reactant: [CH3:1][O:2][C:3]1[C:8]([O:9][CH2:10][N:11]2[CH2:16][CH2:15][CH:14]([CH3:17])[CH2:13][CH2:12]2)=[CH:7][C:6]([NH:18]C(=O)C)=[C:5]([N+:22]([O-:24])=[O:23])[CH:4]=1.C[O-].[Na+]. Product: [CH3:1][O:2][C:3]1[C:8]([O:9][CH2:10][N:11]2[CH2:16][CH2:15][CH:14]([CH3:17])[CH2:13][CH2:12]2)=[CH:7][C:6]([NH2:18])=[C:5]([N+:22]([O-:24])=[O:23])[CH:4]=1. The catalyst class is: 5. (7) Reactant: FC(F)(F)C(OC(=O)C(F)(F)F)=O.[Br:14][CH2:15][CH2:16][C:17]([OH:19])=[O:18].[C:20]([C:24]([C:27]([O:30][C:31]([C:37]([O:40][C:41]([CH2:47]O)([C:43]([F:46])([F:45])[F:44])[F:42])([F:39])[F:38])([C:33]([F:36])([F:35])[F:34])[F:32])([F:29])[F:28])([F:26])[F:25])([F:23])([F:22])[F:21]. Product: [Br:14][CH2:15][CH2:16][C:17]([O:19][CH2:47][C:41]([O:40][C:37]([C:31]([O:30][C:27]([C:24]([C:20]([F:21])([F:22])[F:23])([F:25])[F:26])([F:28])[F:29])([C:33]([F:36])([F:35])[F:34])[F:32])([F:39])[F:38])([C:43]([F:46])([F:45])[F:44])[F:42])=[O:18]. The catalyst class is: 6. (8) Reactant: [Al+3].[Cl-].[Cl-].[Cl-].[Cl:5][CH2:6][C:7](Cl)=[O:8].[NH:10]1[C:19]2[C:14](=[CH:15][CH:16]=[CH:17][CH:18]=2)[CH2:13][CH2:12][C:11]1=[O:20]. Product: [Cl:5][CH2:6][C:7]([C:16]1[CH:15]=[C:14]2[C:19](=[CH:18][CH:17]=1)[NH:10][C:11](=[O:20])[CH2:12][CH2:13]2)=[O:8]. The catalyst class is: 2. (9) Reactant: C(O[C:4]([C:6]1[C:7]([CH3:22])=[C:8]([C:12]([O:14][CH2:15][C:16]2[CH:21]=[CH:20][CH:19]=[CH:18][CH:17]=2)=[O:13])[S:9][C:10]=1[NH2:11])=[O:5])C.[H-].[Na+].[Br:25][C:26]1[CH:31]=[CH:30][C:29]([CH2:32][N:33]=[C:34]=[O:35])=[CH:28][CH:27]=1. Product: [CH2:15]([O:14][C:12]([C:8]1[S:9][C:10]2[NH:11][C:34](=[O:35])[N:33]([CH2:32][C:29]3[CH:30]=[CH:31][C:26]([Br:25])=[CH:27][CH:28]=3)[C:4](=[O:5])[C:6]=2[C:7]=1[CH3:22])=[O:13])[C:16]1[CH:17]=[CH:18][CH:19]=[CH:20][CH:21]=1. The catalyst class is: 12.